Dataset: Reaction yield outcomes from USPTO patents with 853,638 reactions. Task: Predict the reaction yield, written as a fraction of the theoretical maximum amount of product (1.0 means a 100% yield; for example, 0.34 means a 34% yield). (1) The reactants are Br[C:2]1[C:3]([NH2:10])=[N:4][C:5]([O:8][CH3:9])=[CH:6][CH:7]=1.[C:11]1(B(O)O)[CH:16]=[CH:15][CH:14]=[CH:13][CH:12]=1.C([O-])([O-])=O.[Na+].[Na+]. The catalyst is O1CCOCC1.C1C=CC([PH+]([C]2[CH][CH][CH][CH]2)C2C=CC=CC=2)=CC=1.C1C=CC([PH+]([C]2[CH][CH][CH][CH]2)C2C=CC=CC=2)=CC=1.C(Cl)Cl.Cl[Pd]Cl.[Fe]. The product is [CH3:9][O:8][C:5]1[N:4]=[C:3]([NH2:10])[C:2]([C:11]2[CH:16]=[CH:15][CH:14]=[CH:13][CH:12]=2)=[CH:7][CH:6]=1. The yield is 0.710. (2) The reactants are C([O:8][C:9]1[CH:14]=[CH:13][C:12]([C:15]2[CH:19]=[C:18]([NH2:20])[N:17]([CH3:21])[N:16]=2)=[CH:11][CH:10]=1)C1C=CC=CC=1. The catalyst is CCO.[Pd]. The product is [NH2:20][C:18]1[N:17]([CH3:21])[N:16]=[C:15]([C:12]2[CH:13]=[CH:14][C:9]([OH:8])=[CH:10][CH:11]=2)[CH:19]=1. The yield is 0.880. (3) The product is [CH3:1][O:2][C:3](=[O:4])[CH:5]([CH:12]1[CH2:13][CH2:14][CH2:15][CH2:16][N:17]1[C:20]([O:22][CH2:23][Cl:24])=[O:21])[C:6]1[CH:11]=[CH:10][CH:9]=[CH:8][CH:7]=1. The yield is 0.800. The reactants are [CH3:1][O:2][C:3]([CH:5]([CH:12]1[NH:17][CH2:16][CH2:15][CH2:14][CH2:13]1)[C:6]1[CH:7]=[CH:8][CH:9]=[CH:10][CH:11]=1)=[O:4].Cl.Cl[C:20]([O:22][CH2:23][Cl:24])=[O:21]. The catalyst is C(Cl)Cl.CN(C)C1C=CN=CC=1.